Dataset: Reaction yield outcomes from USPTO patents with 853,638 reactions. Task: Predict the reaction yield, written as a fraction of the theoretical maximum amount of product (1.0 means a 100% yield; for example, 0.34 means a 34% yield). (1) The reactants are [N+:1]([C:4]1[CH:9]=[CH:8][C:7]([CH:10]([CH2:15][C:16]([OH:18])=[O:17])[CH2:11][C:12]([OH:14])=O)=[CH:6][CH:5]=1)([O-:3])=[O:2].C(OC(=O)C)(=O)C. The catalyst is CCOCC. The product is [N+:1]([C:4]1[CH:5]=[CH:6][C:7]([CH:10]2[CH2:11][C:12](=[O:14])[O:18][C:16](=[O:17])[CH2:15]2)=[CH:8][CH:9]=1)([O-:3])=[O:2]. The yield is 0.700. (2) The reactants are I[C:2]1[N:7]=[C:6]([CH3:8])[CH:5]=[CH:4][C:3]=1[OH:9].[CH3:10][Si:11]([C:14]#[CH:15])([CH3:13])[CH3:12]. The catalyst is C(N(CC)CC)C. The product is [CH3:8][C:6]1[N:7]=[C:2]2[CH:15]=[C:14]([Si:11]([CH3:13])([CH3:12])[CH3:10])[O:9][C:3]2=[CH:4][CH:5]=1. The yield is 0.810. (3) The reactants are Cl.[CH:2]1([CH2:8][O:9][CH2:10][CH2:11][C:12]([O:14]C(C)(C)C)=[O:13])[CH2:7][CH2:6][CH2:5][CH2:4][CH2:3]1. No catalyst specified. The product is [CH:2]1([CH2:8][O:9][CH2:10][CH2:11][C:12]([OH:14])=[O:13])[CH2:7][CH2:6][CH2:5][CH2:4][CH2:3]1. The yield is 0.890. (4) The reactants are [C:1]([C:3]1[C:8](=[O:9])[NH:7][C:6]([C:10]([O:12][CH2:13][CH3:14])=[O:11])=[CH:5][C:4]=1[CH3:15])#[N:2].F[B-](F)(F)F.[CH3:21][O+](C)C.[OH-].[Na+]. The catalyst is C(Cl)Cl. The product is [C:1]([C:3]1[C:4]([CH3:15])=[CH:5][C:6]([C:10]([O:12][CH2:13][CH3:14])=[O:11])=[N:7][C:8]=1[O:9][CH3:21])#[N:2]. The yield is 0.529. (5) The reactants are Cl[CH2:2][CH2:3][C:4]1[N:13]=[C:12]2[C:7]([CH2:8][CH2:9][CH2:10][NH:11]2)=[CH:6][CH:5]=1.[C-:14]#[N:15].[Na+]. The catalyst is CN(C=O)C.O. The product is [N:13]1[C:12]2[NH:11][CH2:10][CH2:9][CH2:8][C:7]=2[CH:6]=[CH:5][C:4]=1[CH2:3][CH2:2][C:14]#[N:15]. The yield is 0.0890. (6) The reactants are [C:1]([OH:6])(=O)[CH:2]([CH3:4])[CH3:3].O=C1N(P(Cl)(N2CCOC2=O)=O)CCO1.C(N(CC)CC)C.[Br:29][C:30]1[C:31]([F:40])=[C:32]2[C:38]([NH2:39])=[CH:37][NH:36][C:33]2=[N:34][CH:35]=1.[Li+].[OH-].C([O-])([O-])=O.[Na+].[Na+]. The yield is 0.300. The catalyst is C(Cl)Cl. The product is [Br:29][C:30]1[C:31]([F:40])=[C:32]2[C:38]([NH:39][C:1](=[O:6])[CH:2]([CH3:4])[CH3:3])=[CH:37][NH:36][C:33]2=[N:34][CH:35]=1. (7) The reactants are [NH2:1][C:2]1[CH:3]=[C:4]([CH:21]=[CH:22][CH:23]=1)[O:5][C:6]1[CH:7]=[CH:8][C:9]2[N:10]([CH:12]=[C:13]([NH:15][C:16]([CH:18]3[CH2:20][CH2:19]3)=[O:17])[N:14]=2)[N:11]=1.[CH3:24][N:25]1[CH2:32][CH2:31][CH2:30][C@H:26]1[C:27](O)=[O:28].F[P-](F)(F)(F)(F)F.N1(OC(N(C)C)=[N+](C)C)C2C=CC=CC=2N=N1.OC1C2N=NNC=2C=CC=1.C(N(CC)C(C)C)(C)C.C(=O)([O-])O.[Na+]. The catalyst is CN(C)C=O. The product is [CH:18]1([C:16]([NH:15][C:13]2[N:14]=[C:9]3[CH:8]=[CH:7][C:6]([O:5][C:4]4[CH:3]=[C:2]([NH:1][C:27](=[O:28])[C@@H:26]5[CH2:30][CH2:31][CH2:32][N:25]5[CH3:24])[CH:23]=[CH:22][CH:21]=4)=[N:11][N:10]3[CH:12]=2)=[O:17])[CH2:20][CH2:19]1. The yield is 0.320.